This data is from Forward reaction prediction with 1.9M reactions from USPTO patents (1976-2016). The task is: Predict the product of the given reaction. (1) The product is: [C:17]1([O:23][C:24](=[O:25])[NH2:9])[CH:22]=[CH:21][CH:20]=[CH:19][CH:18]=1. Given the reactants FC1C=CC(OC2C[N:9](CCCN)C2)=CC=1.[C:17]1([O:23][C:24](Cl)=[O:25])[CH:22]=[CH:21][CH:20]=[CH:19][CH:18]=1.CN(C1C=CC=CN=1)C, predict the reaction product. (2) The product is: [CH2:8]([O:7][C:1](=[O:6])[CH:2]([C:24](=[O:25])[C:23]1[CH:27]=[CH:28][C:20]([Br:19])=[CH:21][CH:22]=1)[C:3](=[O:4])[CH3:5])[CH3:9]. Given the reactants [C:1]([O:7][CH2:8][CH3:9])(=[O:6])[CH2:2][C:3]([CH3:5])=[O:4].[Cl-].[Mg+2].[Cl-].N1C=CC=CC=1.[Br:19][C:20]1[CH:28]=[CH:27][C:23]([C:24](Cl)=[O:25])=[CH:22][CH:21]=1.Cl, predict the reaction product. (3) Given the reactants [C:1]([C:3]1[C:4](N2CCC(C(O)=O)CC2)=[N:5][C:6]([CH3:16])=[C:7]([C:9]2[O:10][C:11]([CH2:14][CH3:15])=[CH:12][N:13]=2)[CH:8]=1)#[N:2].CN(C(ON1N=N[C:36]2[CH:37]=[CH:38][CH:39]=[N:40][C:35]1=2)=[N+](C)C)C.F[P-](F)(F)(F)(F)F.CCN(C(C)C)C(C)C.[Cl:59][C:60]1[CH:65]=[CH:64][C:63]([CH2:66][S:67]([NH2:70])(=[O:69])=[O:68])=[CH:62][CH:61]=1.CN([CH:74]=[O:75])C, predict the reaction product. The product is: [Cl:59][C:60]1[CH:61]=[CH:62][C:63]([CH2:66][S:67]([NH:70][C:74]([C:37]2([C:4]3[C:3]([C:1]#[N:2])=[CH:8][C:7]([C:9]4[O:10][C:11]([CH2:14][CH3:15])=[CH:12][N:13]=4)=[C:6]([CH3:16])[N:5]=3)[CH2:36][CH2:35][NH:40][CH2:39][CH2:38]2)=[O:75])(=[O:68])=[O:69])=[CH:64][CH:65]=1. (4) Given the reactants Cl.[C:2](=[NH:9])([NH2:8])[CH2:3][CH2:4][CH2:5][CH:6]=[CH2:7].[O-]CC.[Na+].C(O[CH:17]=[CH:18][C:19](=O)[C:20]([F:23])([F:22])[F:21])C, predict the reaction product. The product is: [CH2:3]([C:2]1[N:8]=[C:19]([C:20]([F:23])([F:22])[F:21])[CH:18]=[CH:17][N:9]=1)[CH2:4][CH2:5][CH:6]=[CH2:7]. (5) Given the reactants [OH-].[Na+].[OH:3]C(C(C1C=CC=C(C(C2C=CC=CC=2)=O)C=1)C)=O.C[CH2:23][C:24]1[CH:25]=[CH:26][C:27]([CH:30]([CH2:32]CC2C=CC([N+](C)(C)C)=CC=2)[CH3:31])=[CH:28][CH:29]=1, predict the reaction product. The product is: [CH:24]1([CH3:23])[CH2:25][CH2:26][CH:27]([CH:30]([CH3:32])[CH3:31])[CH:28]([OH:3])[CH2:29]1. (6) The product is: [N:4]1([CH2:10][CH2:11][CH:12]2[CH2:21][CH2:20][C:19]3[C:14](=[CH:15][CH:16]=[C:17]([O:22][CH2:23][C:24]4[CH:25]=[CH:26][C:27]([C:28]([OH:30])=[O:29])=[CH:32][CH:33]=4)[CH:18]=3)[CH2:13]2)[CH2:9][CH2:8][CH2:7][CH2:6][CH2:5]1. Given the reactants [OH-].[Na+].Cl.[N:4]1([CH2:10][CH2:11][CH:12]2[CH2:21][CH2:20][C:19]3[C:14](=[CH:15][CH:16]=[C:17]([O:22][CH2:23][C:24]4[CH:33]=[CH:32][C:27]([C:28]([O:30]C)=[O:29])=[CH:26][CH:25]=4)[CH:18]=3)[CH2:13]2)[CH2:9][CH2:8][CH2:7][CH2:6][CH2:5]1, predict the reaction product. (7) Given the reactants [NH2:1][CH2:2][C:3]1[CH:4]=[CH:5][C:6]([NH:9][CH2:10][C:11]([C:14]2[CH:19]=[CH:18][C:17]([F:20])=[CH:16][CH:15]=2)([CH3:13])[CH3:12])=[N:7][CH:8]=1.CCN(C(C)C)C(C)C.C(Cl)Cl.[C:33](=[O:37])([O:35][CH3:36])N, predict the reaction product. The product is: [F:20][C:17]1[CH:16]=[CH:15][C:14]([C:11]([CH3:13])([CH3:12])[CH2:10][NH:9][C:6]2[N:7]=[CH:8][C:3]([CH2:2][NH:1][C:33](=[O:37])[O:35][CH3:36])=[CH:4][CH:5]=2)=[CH:19][CH:18]=1. (8) The product is: [Cl:37][C:23]([C:22]1[CH:26]=[CH:27][C:19]([C:16]2[CH:17]=[CH:18][C:12]3[O:11][CH2:10][CH2:9][N:8]([C:6]([O:5][C:2]([CH3:4])([CH3:3])[CH3:1])=[O:7])[CH2:14][C:13]=3[CH:15]=2)=[CH:20][CH:21]=1)=[O:24]. Given the reactants [CH3:1][C:2]([O:5][C:6]([N:8]1[CH2:14][C:13]2[CH:15]=[C:16]([C:19]3[CH:27]=[CH:26][C:22]([C:23](O)=[O:24])=[CH:21][CH:20]=3)[CH:17]=[CH:18][C:12]=2[O:11][CH2:10][CH2:9]1)=[O:7])([CH3:4])[CH3:3].N1C=CC=CC=1.C(Cl)(=O)C([Cl:37])=O, predict the reaction product. (9) Given the reactants CS(O[CH2:6][CH2:7][C@H:8]([NH:15][C:16]([C@H:18]1[N:22]([S:23]([C:26]2[CH:31]=[CH:30][C:29]([C:32]3[CH:37]=[CH:36][CH:35]=[CH:34][CH:33]=3)=[CH:28][CH:27]=2)(=[O:25])=[O:24])[CH2:21][CH2:20][S:19]1)=[O:17])[C:9]1[CH:14]=[CH:13][CH:12]=[CH:11][CH:10]=1)(=O)=O.[CH3:38][O:39][C:40](=[O:44])[CH2:41][NH:42][CH3:43], predict the reaction product. The product is: [CH3:38][O:39][C:40](=[O:44])[CH2:41][N:42]([CH2:6][CH2:7][C@H:8]([NH:15][C:16]([C@H:18]1[N:22]([S:23]([C:26]2[CH:27]=[CH:28][C:29]([C:32]3[CH:37]=[CH:36][CH:35]=[CH:34][CH:33]=3)=[CH:30][CH:31]=2)(=[O:25])=[O:24])[CH2:21][CH2:20][S:19]1)=[O:17])[C:9]1[CH:14]=[CH:13][CH:12]=[CH:11][CH:10]=1)[CH3:43]. (10) Given the reactants COC(=O)[C:4]1[CH:9]=[CH:8][C:7](Cl)=[C:6]([S:11][C:12]2[CH:17]=[CH:16][CH:15]=[CH:14][CH:13]=2)[C:5]=1[NH2:18].[CH3:20][Al](C)C.[OH2:24].[ClH:25], predict the reaction product. The product is: [Cl:25][C:9]1[CH:8]=[CH:7][C:6]2[S:11][C:12]3[CH:13]=[CH:14][CH:15]=[CH:16][C:17]=3[C:20](=[O:24])[NH:18][C:5]=2[CH:4]=1.